This data is from CYP2C9 inhibition data for predicting drug metabolism from PubChem BioAssay. The task is: Regression/Classification. Given a drug SMILES string, predict its absorption, distribution, metabolism, or excretion properties. Task type varies by dataset: regression for continuous measurements (e.g., permeability, clearance, half-life) or binary classification for categorical outcomes (e.g., BBB penetration, CYP inhibition). Dataset: cyp2c9_veith. (1) The drug is Cc1cccc(CNc2ccnc(-c3ccc(C(=O)N(C)C)cc3)n2)c1. The result is 0 (non-inhibitor). (2) The drug is C#CCCCO/N=C1/C[C@@H](O)[C@@H](O)[C@@H]2[C@@H]3C(=O)N(C(C)(C)C)C(=O)[C@H]3CC[C@@H]12. The result is 0 (non-inhibitor). (3) The molecule is O=C(CCN1CCOCC1)Nc1ccc(F)cc1F. The result is 0 (non-inhibitor).